From a dataset of Full USPTO retrosynthesis dataset with 1.9M reactions from patents (1976-2016). Predict the reactants needed to synthesize the given product. (1) Given the product [Cl:8][C:9]1[CH:14]=[CH:13][C:12]([C:15]2[CH:16]=[CH:17][C:18]([C:21]#[C:22][C:23]3[CH:24]=[CH:25][C:26](/[C:29](/[CH3:41])=[CH:30]/[C@H:31]([NH2:33])[CH3:32])=[CH:27][CH:28]=3)=[N:19][CH:20]=2)=[CH:11][CH:10]=1, predict the reactants needed to synthesize it. The reactants are: FC(F)(F)C(O)=O.[Cl:8][C:9]1[CH:14]=[CH:13][C:12]([C:15]2[CH:16]=[CH:17][C:18]([C:21]#[C:22][C:23]3[CH:28]=[CH:27][C:26](/[C:29](/[CH3:41])=[CH:30]/[C@H:31]([NH:33]C(=O)OC(C)(C)C)[CH3:32])=[CH:25][CH:24]=3)=[N:19][CH:20]=2)=[CH:11][CH:10]=1.[OH-].[Na+]. (2) Given the product [NH:29]([C:2]1[N:3]=[C:4]2[CH:24]=[C:23]([N+:25]([O-:27])=[O:26])[CH:22]=[N:21][C:5]2=[N:6][C:7]=1[N:8]1[CH2:11][CH:10]([N:12]([CH3:20])[C:13](=[O:19])[O:14][C:15]([CH3:18])([CH3:17])[CH3:16])[CH2:9]1)[NH2:30], predict the reactants needed to synthesize it. The reactants are: Cl[C:2]1[N:3]=[C:4]2[CH:24]=[C:23]([N+:25]([O-:27])=[O:26])[CH:22]=[N:21][C:5]2=[N:6][C:7]=1[N:8]1[CH2:11][CH:10]([N:12]([CH3:20])[C:13](=[O:19])[O:14][C:15]([CH3:18])([CH3:17])[CH3:16])[CH2:9]1.O.[NH2:29][NH2:30]. (3) Given the product [CH3:12][O:13][C:6](=[O:7])[C:5]1[CH:9]=[CH:10][C:2]([Br:1])=[CH:3][C:4]=1[F:11], predict the reactants needed to synthesize it. The reactants are: [Br:1][C:2]1[CH:10]=[CH:9][C:5]([C:6](Cl)=[O:7])=[C:4]([F:11])[CH:3]=1.[CH3:12][OH:13].C(N(CC)CC)C.